Dataset: Full USPTO retrosynthesis dataset with 1.9M reactions from patents (1976-2016). Task: Predict the reactants needed to synthesize the given product. Given the product [OH:47][CH:40]([C:41]1[CH:46]=[CH:45][CH:44]=[CH:43][CH:42]=1)[C:30]1[C:31]([C:33]([O:35][CH2:36][CH3:37])=[O:34])=[CH:32][N:28]([CH2:27][C:26]2[CH:25]=[CH:24][C:23]([O:22][CH3:21])=[CH:39][CH:38]=2)[N:29]=1, predict the reactants needed to synthesize it. The reactants are: C([Li])CCC.C(NC(C)C)(C)C.[Li+].CC([N-]C(C)C)C.[CH3:21][O:22][C:23]1[CH:39]=[CH:38][C:26]([CH2:27][N:28]2[CH:32]=[C:31]([C:33]([O:35][CH2:36][CH3:37])=[O:34])[CH:30]=[N:29]2)=[CH:25][CH:24]=1.[CH:40](=[O:47])[C:41]1[CH:46]=[CH:45][CH:44]=[CH:43][CH:42]=1.